The task is: Predict the reaction yield, written as a fraction of the theoretical maximum amount of product (1.0 means a 100% yield; for example, 0.34 means a 34% yield).. This data is from Reaction yield outcomes from USPTO patents with 853,638 reactions. (1) The reactants are [NH2:1][C:2]1[N:7]=[C:6](Cl)[CH:5]=[C:4]([CH:9]2[CH2:13][CH2:12][CH2:11][CH2:10]2)[N:3]=1.C([N:21]1[CH2:26][CH2:25][NH:24][CH2:23][CH2:22]1)(OC(C)(C)C)=O.CCN(CC)CC. The catalyst is CCO. The product is [CH:9]1([C:4]2[CH:5]=[C:6]([N:21]3[CH2:26][CH2:25][NH:24][CH2:23][CH2:22]3)[N:7]=[C:2]([NH2:1])[N:3]=2)[CH2:13][CH2:12][CH2:11][CH2:10]1. The yield is 0.110. (2) The reactants are [Cl:1][C:2]1[CH:7]=[CH:6][CH:5]=[C:4]([F:8])[C:3]=1[C:9]1[C:13]([NH2:14])=[C:12]([C:15]2[C:16]([C:27]([F:30])([F:29])[F:28])=[N:17][N:18]([C:20]3[CH:25]=[CH:24][CH:23]=[C:22]([F:26])[CH:21]=3)[CH:19]=2)[O:11][N:10]=1.[C:31](O)(=[O:33])C. No catalyst specified. The product is [Cl:1][C:2]1[CH:7]=[CH:6][CH:5]=[C:4]([F:8])[C:3]=1[C:9]1[C:13]([NH:14][CH:31]=[O:33])=[C:12]([C:15]2[C:16]([C:27]([F:29])([F:30])[F:28])=[N:17][N:18]([C:20]3[CH:25]=[CH:24][CH:23]=[C:22]([F:26])[CH:21]=3)[CH:19]=2)[O:11][N:10]=1. The yield is 0.360. (3) The reactants are [CH3:1][S:2]([OH:5])(=[O:4])=[O:3].[C:6]([C@H:9]1[O:14][CH2:13][C@H:12]([NH:15][C:16]([C@@H:18]2[NH:32][C:31]3([CH2:37][CH2:36][C:35]([CH3:39])([CH3:38])[CH2:34][CH2:33]3)[C@:20]3([C:28]4[C:23](=[CH:24][C:25]([Cl:29])=[CH:26][CH:27]=4)[NH:22][C:21]3=[O:30])[C@H:19]2[C:40]2[CH:45]=[CH:44][N:43]=[C:42]([Cl:46])[C:41]=2[F:47])=[O:17])[CH2:11][CH2:10]1)(=[O:8])[NH2:7]. The catalyst is CC(O)C. The product is [OH2:3].[CH3:1][S:2]([OH:5])(=[O:4])=[O:3].[C:6]([C@H:9]1[O:14][CH2:13][C@H:12]([NH:15][C:16]([C@@H:18]2[NH:32][C:31]3([CH2:33][CH2:34][C:35]([CH3:39])([CH3:38])[CH2:36][CH2:37]3)[C@:20]3([C:28]4[C:23](=[CH:24][C:25]([Cl:29])=[CH:26][CH:27]=4)[NH:22][C:21]3=[O:30])[C@H:19]2[C:40]2[CH:45]=[CH:44][N:43]=[C:42]([Cl:46])[C:41]=2[F:47])=[O:17])[CH2:11][CH2:10]1)(=[O:8])[NH2:7]. The yield is 0.430. (4) The reactants are [NH2:1][C:2]1[C:15]2[C:6](=[CH:7][C:8]3[C:9]4[C:14]=2[C:13](=[O:16])[N:12]([CH2:17][CH2:18][N:19]([CH3:21])[CH3:20])[C:11](=[O:22])[C:10]=4[CH:23]=[CH:24][CH:25]=3)[CH:5]=[CH:4][CH:3]=1.Cl[C:27]([O:29][C:30]1[CH:35]=[CH:34][CH:33]=[CH:32][CH:31]=1)=[O:28].C(N(CC)CC)C.C(Cl)Cl.CO. The catalyst is ClCCl. The product is [CH3:21][N:19]([CH3:20])[CH2:18][CH2:17][N:12]1[C:11](=[O:22])[C:10]2[CH:23]=[CH:24][CH:25]=[C:8]3[C:9]=2[C:14](=[C:15]2[C:2]([NH:1][C:27](=[O:28])[O:29][C:30]4[CH:35]=[CH:34][CH:33]=[CH:32][CH:31]=4)=[CH:3][CH:4]=[CH:5][C:6]2=[CH:7]3)[C:13]1=[O:16]. The yield is 0.690. (5) The reactants are [OH:1][C:2]1[CH:7]=[CH:6][C:5]([CH:8]2[CH2:13][CH2:12][C:11](=[O:14])[CH2:10][CH2:9]2)=[CH:4][CH:3]=1.C(=O)([O-])[O-].[K+].[K+].[CH2:21](Br)[C:22]1[CH:27]=[CH:26][CH:25]=[CH:24][CH:23]=1. The catalyst is CN(C=O)C. The product is [CH2:21]([O:1][C:2]1[CH:3]=[CH:4][C:5]([CH:8]2[CH2:9][CH2:10][C:11](=[O:14])[CH2:12][CH2:13]2)=[CH:6][CH:7]=1)[C:22]1[CH:27]=[CH:26][CH:25]=[CH:24][CH:23]=1. The yield is 0.820. (6) The reactants are [C:1]([O:7][CH2:8][N:9]1[C:13]2[N:14]=[CH:15][N:16]=[C:17]([C:18]3[CH:19]=[N:20][N:21]([CH:23]([CH:27]4[CH2:31][CH2:30][CH2:29][CH2:28]4)[CH2:24][C:25]#[N:26])[CH:22]=3)[C:12]=2[CH:11]=[CH:10]1)(=[O:6])[C:2]([CH3:5])([CH3:4])[CH3:3].O1CCCC1.CC(C)=O.[CH:41]1[CH:46]=[CH:45][C:44]([C:47]([O:49][C@H:50]([C:64]([OH:66])=[O:65])[C@H:51]([O:55][C:56]([C:58]2[CH:63]=[CH:62][CH:61]=[CH:60][CH:59]=2)=[O:57])[C:52]([OH:54])=[O:53])=[O:48])=[CH:43][CH:42]=1. The catalyst is C(#N)C. The product is [C:56]([O:55][C@@H:51]([C@H:50]([O:49][C:47](=[O:48])[C:44]1[CH:43]=[CH:42][CH:41]=[CH:46][CH:45]=1)[C:64]([OH:66])=[O:65])[C:52]([OH:54])=[O:53])(=[O:57])[C:58]1[CH:63]=[CH:62][CH:61]=[CH:60][CH:59]=1.[C:1]([O:7][CH2:8][N:9]1[C:13]2[N:14]=[CH:15][N:16]=[C:17]([C:18]3[CH:19]=[N:20][N:21]([C@@H:23]([CH:27]4[CH2:31][CH2:30][CH2:29][CH2:28]4)[CH2:24][C:25]#[N:26])[CH:22]=3)[C:12]=2[CH:11]=[CH:10]1)(=[O:6])[C:2]([CH3:4])([CH3:5])[CH3:3]. The yield is 0.792. (7) The yield is 0.220. The reactants are [O:1]=[C:2]1[NH:6][C:5](=[O:7])/[C:4](=[CH:8]\[C:9]2[CH:28]=[CH:27][C:12]([O:13][CH2:14][CH2:15][O:16][C:17]3[CH:26]=[CH:25][C:20]([C:21]([O:23]C)=[O:22])=[CH:19][CH:18]=3)=[CH:11][CH:10]=2)/[S:3]1.CO.O.[OH-].[Li+].Cl. The product is [O:1]=[C:2]1[NH:6][C:5](=[O:7])/[C:4](=[CH:8]\[C:9]2[CH:10]=[CH:11][C:12]([O:13][CH2:14][CH2:15][O:16][C:17]3[CH:26]=[CH:25][C:20]([C:21]([OH:23])=[O:22])=[CH:19][CH:18]=3)=[CH:27][CH:28]=2)/[S:3]1. The catalyst is C1COCC1.O.